From a dataset of Catalyst prediction with 721,799 reactions and 888 catalyst types from USPTO. Predict which catalyst facilitates the given reaction. (1) Reactant: N1C=CC=CC=1.[NH2:7][C:8]1[CH:12]=[C:11]([CH3:13])[O:10][N:9]=1.[C:14](Cl)(=O)[O:15]C1C=CC=CC=1.[NH2:24][C:25]1[CH:26]=[C:27]([CH:44]=[CH:45][C:46]=1[F:47])[O:28][C:29]1[CH:30]=[CH:31][C:32]2[N:33]([CH:35]=[C:36]([NH:38][C:39]([CH:41]3[CH2:43][CH2:42]3)=[O:40])[N:37]=2)[N:34]=1.C(=O)([O-])O.[Na+]. Product: [F:47][C:46]1[CH:45]=[CH:44][C:27]([O:28][C:29]2[CH:30]=[CH:31][C:32]3[N:33]([CH:35]=[C:36]([NH:38][C:39]([CH:41]4[CH2:43][CH2:42]4)=[O:40])[N:37]=3)[N:34]=2)=[CH:26][C:25]=1[NH:24][C:14]([NH:7][C:8]1[CH:12]=[C:11]([CH3:13])[O:10][N:9]=1)=[O:15]. The catalyst class is: 9. (2) Reactant: [NH2:1][C:2]1[CH:7]=[C:6]([Cl:8])[C:5]([CH:9]([C:12]2[N:13]=[N:14][C:15](Cl)=[C:16]([CH:18]([CH3:20])[CH3:19])[CH:17]=2)C#N)=[C:4]([Cl:22])[CH:3]=1.[OH2:23].Cl.[OH-].[Na+]. Product: [NH2:1][C:2]1[CH:7]=[C:6]([Cl:8])[C:5]([CH2:9][C:12]2[CH:17]=[C:16]([CH:18]([CH3:20])[CH3:19])[C:15](=[O:23])[NH:14][N:13]=2)=[C:4]([Cl:22])[CH:3]=1. The catalyst class is: 15.